This data is from Reaction yield outcomes from USPTO patents with 853,638 reactions. The task is: Predict the reaction yield, written as a fraction of the theoretical maximum amount of product (1.0 means a 100% yield; for example, 0.34 means a 34% yield). (1) The reactants are [CH2:1]([NH:3][C:4](=[O:24])[NH:5][C:6]1[N:11]=[C:10]([NH:12][C:13]2[CH:18]=[CH:17][CH:16]=[CH:15][CH:14]=2)[C:9]([C:19]([O:21]CC)=[O:20])=[CH:8][N:7]=1)[CH3:2].Cl. The catalyst is [OH-].[Na+].C1COCC1. The product is [CH2:1]([NH:3][C:4](=[O:24])[NH:5][C:6]1[N:11]=[C:10]([NH:12][C:13]2[CH:18]=[CH:17][CH:16]=[CH:15][CH:14]=2)[C:9]([C:19]([OH:21])=[O:20])=[CH:8][N:7]=1)[CH3:2]. The yield is 0.730. (2) The reactants are [N:1]1[CH:6]=[CH:5][C:4]([N:7]2[CH2:12][CH2:11][NH:10][CH2:9][CH2:8]2)=[CH:3][CH:2]=1.[CH2:13]([N:20]1[CH2:25][CH2:24][CH2:23][CH2:22][C:21]1=O)[C:14]1[CH:19]=[CH:18][CH:17]=[CH:16][CH:15]=1.[C-:27]#[N:28].[K+].CC(O)=O. The catalyst is CO.O. The product is [CH2:13]([N:20]1[CH2:25][CH2:24][C:23]([N:10]2[CH2:9][CH2:8][N:7]([C:4]3[CH:5]=[CH:6][N:1]=[CH:2][CH:3]=3)[CH2:12][CH2:11]2)([C:27]#[N:28])[CH2:22][CH2:21]1)[C:14]1[CH:19]=[CH:18][CH:17]=[CH:16][CH:15]=1. The yield is 0.470.